From a dataset of Experimentally validated miRNA-target interactions with 360,000+ pairs, plus equal number of negative samples. Binary Classification. Given a miRNA mature sequence and a target amino acid sequence, predict their likelihood of interaction. (1) The miRNA is hsa-miR-6506-5p with sequence ACUGGGAUGUCACUGAAUAUGGU. The protein sequence of the target gene is MLTKFETKSARVKGLSFHPKRPWILTSLHNGVIQLWDYRMCTLIDKFDEHDGPVRGIDFHKQQPLFVSGGDDYKIKVWNYKLRRCLFTLLGHLDYIRTTFFHHEYPWILSASDDQTIRVWNWQSRTCVCVLTGHNHYVMCAQFHPTEDLVVSASLDQTVRVWDISGLRKKNLSPGAVESDVRGITGVDLFGTTDAVVKHVLEGHDRGVNWAAFHPTMPLIVSGADDRQVKIWRMNESKAWEVDTCRGHYNNVSCAVFHPRQELILSNSEDKSIRVWDMSKRTGVQTFRRDHDRFWVLAAH.... Result: 0 (no interaction). (2) The miRNA is mmu-miR-103-3p with sequence AGCAGCAUUGUACAGGGCUAUGA. The protein sequence of the target gene is MLRRGSQALRRFSTGRVYFKNKLKLALIGQSLFGQEVYSHLRKEGHRVVGVFTVPDKDGKADPLALAAEKDGTPVFKLPKWRVKGKTIKEVAEAYRSVGAELNVLPFCTQFIPMDIIDSPKHGSIIYHPSILPRHRGASAINWTLIMGDKKAGFSVFWADDGLDTGPILLQRSCDVEPNDTVDALYNRFLFPEGIKAMVEAVQLIADGKAPRIPQPEEGATYEGIQKKENAEISWDQSAEVLHNWIRGHDKVPGAWTEINGQMVTFYGSTLLNSSVPPGEPLEIKGAKKPGLVTKNGLVL.... Result: 0 (no interaction). (3) The miRNA is hsa-miR-519e-3p with sequence AAGUGCCUCCUUUUAGAGUGUU. The protein sequence of the target gene is MKVMDALQSGRRKPLPVALLCILVTVFCVLECHGADLTSPTKKSAPLRITKPQPTSQQAKPISITTRAPTTVASTTDDEVSSSVDGQLAPLISSTTEGPSSGTTASLVPEICLNGLQLTVNSADEGTVIRKQEEFVKILEGDVVLSVLTKDPDSALFVINRVNQANLIMADFEIGIRAISIDNASLAENLLIQEVQFLQQCTTYSMGIFVDWELYKQLESVIKDLEYNIWPIPGTRAHLFPKVAHLLHQMPWGEKIASVEIATETLEMYNEFMEAARQEHMCLMHFKSDDNVYIMFGNKL.... Result: 0 (no interaction). (4) The miRNA is hsa-miR-6734-3p with sequence CCCUUCCCUCACUCUUCUCUCAG. The protein sequence of the target gene is MKMRRYKLFLMFCMAGLCLISFLHFFKTLSYVTFPRELASLSPNLVSSFFWNNAPVTPQASPEPGGPDLLRTPLYSHSPLLQPLPPSKAAEELHRVDLVLPEDTTEYFVRTKAGGVCFKPGTKMLERPPPGRPEEKPEGANGSSARRPPRYLLSARERTGGRGARRKWVECVCLPGWHGPSCGVPTVVQYSNLPTKERLVPREVPRRVINAINVNHEFDLLDVRFHELGDVVDAFVVCESNFTAYGEPRPLKFREMLTNGTFEYIRHKVLYVFLDHFPPGGRQDGWIADDYLRTFLTQDG.... Result: 0 (no interaction). (5) The miRNA is hsa-miR-4287 with sequence UCUCCCUUGAGGGCACUUU. The protein sequence of the target gene is MAGLLALLGPAGRVGARVRPRATWLLGATAPCAPPPLALALLPPRLDARLLRTARGDCRGHQDPSQATGTTGSSVSCTEEKKQSKSQQLKKIFQEYGTVGVSLHIGISLISLGIFYMVVSSGVDMPAILLKLGFKESLVQSKMAAGTSTFVVAYAIHKLFAPVRISITLVSVPLIVRYFRKVGFFKPPAAKP. Result: 1 (interaction).